This data is from Forward reaction prediction with 1.9M reactions from USPTO patents (1976-2016). The task is: Predict the product of the given reaction. (1) Given the reactants Br[CH2:2][CH2:3][CH:4]([CH3:8])[CH2:5][CH2:6]Br.C(=O)([O-])[O-].[K+].[K+].[Br:15][C:16]1[CH:21]=[CH:20][C:19]([N:22]2[CH2:27][CH2:26][CH2:25][C@@H:24]([NH2:28])[CH2:23]2)=[CH:18][CH:17]=1, predict the reaction product. The product is: [Br:15][C:16]1[CH:21]=[CH:20][C:19]([N:22]2[CH2:27][CH2:26][CH2:25][C@@H:24]([N:28]3[CH2:6][CH2:5][CH:4]([CH3:8])[CH2:3][CH2:2]3)[CH2:23]2)=[CH:18][CH:17]=1. (2) The product is: [CH:26]([OH:32])([C:27]([OH:29])=[O:28])[CH:25]([OH:39])[C:35]([OH:37])=[O:36].[I:1][C:2]1[CH:3]=[C:4]([CH2:25][CH:26]([O:32][CH2:33][CH3:34])[C:27]([OH:29])=[O:28])[CH:5]=[CH:6][C:7]=1[O:8][CH2:9][CH2:10][N:11]1[C:24]2[CH:23]=[CH:22][CH:21]=[CH:20][C:19]=2[O:18][C:17]2[C:12]1=[CH:13][CH:14]=[CH:15][CH:16]=2. Given the reactants [I:1][C:2]1[CH:3]=[C:4]([CH2:25][CH:26]([O:32][CH2:33][CH3:34])[C:27]([O:29]CC)=[O:28])[CH:5]=[CH:6][C:7]=1[O:8][CH2:9][CH2:10][N:11]1[C:24]2[CH:23]=[CH:22][CH:21]=[CH:20][C:19]=2[O:18][C:17]2[C:12]1=[CH:13][CH:14]=[CH:15][CH:16]=2.[CH3:35][OH:36].[OH-:37].[Na+].[OH2:39], predict the reaction product. (3) Given the reactants [F:1][C:2]1[CH:3]=[C:4]([N:8]2[CH2:12][CH:11]([C:13]3[CH:18]=[CH:17][CH:16]=[CH:15][CH:14]=3)[C:10]([CH:19]=[O:20])=[N:9]2)[CH:5]=[CH:6][CH:7]=1.C[Li].[CH3:23]C(OI1(OC(C)=O)(OC(C)=O)OC(=O)C2C=CC=CC1=2)=O.S([O-])([O-])(=O)=S.[Na+].[Na+].C([O-])(O)=O.[Na+], predict the reaction product. The product is: [F:1][C:2]1[CH:3]=[C:4]([N:8]2[CH2:12][CH:11]([C:13]3[CH:14]=[CH:15][CH:16]=[CH:17][CH:18]=3)[C:10]([C:19](=[O:20])[CH3:23])=[N:9]2)[CH:5]=[CH:6][CH:7]=1. (4) Given the reactants [OH:1][CH2:2][CH2:3][C:4]1[CH:11]=[CH:10][C:7]([C:8]#[N:9])=[CH:6][CH:5]=1.Cl, predict the reaction product. The product is: [NH2:9][CH2:8][C:7]1[CH:10]=[CH:11][C:4]([CH2:3][CH2:2][OH:1])=[CH:5][CH:6]=1. (5) Given the reactants [C:1]([C:5]1[CH:6]=[C:7]([N:15]2[C:19]([S:20][CH:21]3[CH2:26][CH2:25][CH2:24][CH2:23][CH2:22]3)=[C:18]([CH3:27])[C:17]([C:28](OC)=[O:29])=[CH:16]2)[CH:8]=[C:9]([C:11]2([CH3:14])[CH2:13][CH2:12]2)[CH:10]=1)([CH3:4])([CH3:3])[CH3:2].Cl.C[O:34][C:35]([C@H:37]1[CH2:40][C@H:39]([NH2:41])[CH2:38]1)=[O:36], predict the reaction product. The product is: [C:11]([C:9]1[CH:8]=[C:7]([N:15]2[C:19]([S:20][CH:21]3[CH2:26][CH2:25][CH2:24][CH2:23][CH2:22]3)=[C:18]([CH3:27])[C:17]([C:28]([NH:41][C@H:39]3[CH2:40][C@H:37]([C:35]([OH:36])=[O:34])[CH2:38]3)=[O:29])=[CH:16]2)[CH:6]=[C:5]([C:1]2([CH3:2])[CH2:3][CH2:4]2)[CH:10]=1)([CH3:12])([CH3:13])[CH3:14]. (6) Given the reactants [NH2:1][C:2]1[C:7](=[O:8])[N:6]([CH2:9][C:10]2[CH:15]=[CH:14][C:13]([O:16][CH3:17])=[CH:12][C:11]=2[O:18][CH3:19])[CH2:5][CH2:4][C:3]=1[C:20]([O:22][CH2:23][CH3:24])=[O:21].ClC1C(=O)C(C#N)=C(C#N)C(=O)C=1Cl, predict the reaction product. The product is: [NH2:1][C:2]1[C:7](=[O:8])[N:6]([CH2:9][C:10]2[CH:15]=[CH:14][C:13]([O:16][CH3:17])=[CH:12][C:11]=2[O:18][CH3:19])[CH:5]=[CH:4][C:3]=1[C:20]([O:22][CH2:23][CH3:24])=[O:21]. (7) The product is: [CH2:11]([N:14]1[C:4](=[O:6])[C:3]2[CH:7]=[CH:8][CH:9]=[N:10][C:2]=2[N:1]=[C:20]1[C:19]1[CH:22]=[CH:23][C:16]([O:15][CH2:26][CH2:27][CH2:28][N:29]2[CH2:33][CH2:32][CH2:31][CH2:30]2)=[CH:17][CH:18]=1)[CH:12]=[CH2:13]. Given the reactants [NH2:1][C:2]1[N:10]=[CH:9][CH:8]=[CH:7][C:3]=1[C:4]([OH:6])=O.[CH2:11]([NH2:14])[CH:12]=[CH2:13].[OH:15][C:16]1[CH:23]=[CH:22][C:19]([CH:20]=O)=[CH:18][CH:17]=1.[Br-].Br[CH2:26][CH2:27][CH2:28][NH+:29]1[CH2:33][CH2:32][CH2:31][CH2:30]1, predict the reaction product. (8) The product is: [ClH:1].[Cl:1][C:2]1[CH:3]=[CH:4][C:5]([CH2:6][C@@H:7]([NH:30][CH:31]2[CH2:32][CH2:33][NH:34][CH2:35][CH2:36]2)[C:8]([N:10]2[CH:11]3[CH2:17][CH2:16][CH:15]2[CH2:14][C:13]([CH:24]2[CH2:25][CH2:26][CH2:27][CH2:28][CH2:29]2)([CH2:18][N:19]2[CH:23]=[N:22][CH:21]=[N:20]2)[CH2:12]3)=[O:9])=[CH:37][CH:38]=1. Given the reactants [Cl:1][C:2]1[CH:38]=[CH:37][C:5]([CH2:6][C@@H:7]([NH:30][CH:31]2[CH2:36][CH2:35][NH:34][CH2:33][CH2:32]2)[C:8]([N:10]2[CH:15]3[CH2:16][CH2:17][CH:11]2[CH2:12][C:13]([CH:24]2[CH2:29][CH2:28][CH2:27][CH2:26][CH2:25]2)([CH2:18][N:19]2[CH:23]=[N:22][CH:21]=[N:20]2)[CH2:14]3)=[O:9])=[CH:4][CH:3]=1.Cl, predict the reaction product.